From a dataset of Forward reaction prediction with 1.9M reactions from USPTO patents (1976-2016). Predict the product of the given reaction. (1) Given the reactants [CH2:1]([CH:3]([CH2:21][CH3:22])[C:4]([N:6]1[CH2:20][CH2:19][C:9]2([NH:13][C:12](=[O:14])[C@H:11]([CH2:15][CH2:16][S:17][CH3:18])[NH:10]2)[CH2:8][CH2:7]1)=[O:5])[CH3:2].[H-].[Na+].[CH2:25](Cl)[C:26]1[CH:31]=[CH:30][CH:29]=[CH:28][CH:27]=1.[NH4+].[Cl-], predict the reaction product. The product is: [CH2:25]([N:13]1[C:9]2([CH2:8][CH2:7][N:6]([C:4](=[O:5])[CH:3]([CH2:1][CH3:2])[CH2:21][CH3:22])[CH2:20][CH2:19]2)[NH:10][C@@H:11]([CH2:15][CH2:16][S:17][CH3:18])[C:12]1=[O:14])[C:26]1[CH:31]=[CH:30][CH:29]=[CH:28][CH:27]=1. (2) Given the reactants [OH:1][C:2]1[C:10]2[CH:9]=[C:8]([C:11]3[N:15]=[C:14]([CH3:16])[O:13][N:12]=3)[O:7][C:6]=2[CH:5]=[CH:4][CH:3]=1.S(C1C=CC([N+]([O-])=O)=CC=1)(O[CH2:21][C@H:22]1[O:24][CH2:23]1)(=O)=O, predict the reaction product. The product is: [CH2:21]([O:1][C:2]1[C:10]2[CH:9]=[C:8]([C:11]3[N:15]=[C:14]([CH3:16])[O:13][N:12]=3)[O:7][C:6]=2[CH:5]=[CH:4][CH:3]=1)[C@H:22]1[O:24][CH2:23]1. (3) Given the reactants [CH3:1][N:2]([CH3:35])[C:3]([C:5]1[CH:10]=[CH:9][C:8]([NH:11][C:12]2[C:13]3[C:20]([F:21])=[CH:19][N:18]([CH:22]4[CH2:27][CH2:26][N:25]([C:28](OC(C)C)=O)[CH2:24][CH2:23]4)[C:14]=3[N:15]=[CH:16][N:17]=2)=[C:7]([F:34])[CH:6]=1)=[O:4].[N:36]1[CH:41]=[CH:40][CH:39]=[CH:38][C:37]=1C=O.C([O-])(=O)C.[K+].C(O[BH-](OC(=O)C)OC(=O)C)(=O)C.[Na+], predict the reaction product. The product is: [F:34][C:7]1[CH:6]=[C:5]([CH:10]=[CH:9][C:8]=1[NH:11][C:12]1[C:13]2[C:20]([F:21])=[CH:19][N:18]([CH:22]3[CH2:27][CH2:26][N:25]([CH2:28][C:37]4[CH:38]=[CH:39][CH:40]=[CH:41][N:36]=4)[CH2:24][CH2:23]3)[C:14]=2[N:15]=[CH:16][N:17]=1)[C:3]([N:2]([CH3:1])[CH3:35])=[O:4]. (4) Given the reactants [Cl:1][C:2]1[C:3]([CH3:18])=[C:4]([NH:10][C@H:11]([C@@H:15]([OH:17])[CH3:16])[C:12]([OH:14])=O)[CH:5]=[CH:6][C:7]=1[C:8]#[N:9].[N:19]1([C:24]2[CH:33]=[CH:32][C:27]([C:28]([NH:30][NH2:31])=[O:29])=[CH:26][CH:25]=2)[CH:23]=[CH:22][CH:21]=[N:20]1.O.ON1C2C=CC=CC=2N=N1.Cl.CN(C)CCCN=C=NCC.C(N(CC)CC)C, predict the reaction product. The product is: [Cl:1][C:2]1[C:3]([CH3:18])=[C:4]([NH:10][C@H:11]([C@@H:15]([OH:17])[CH3:16])[C:12]([NH:31][NH:30][C:28](=[O:29])[C:27]2[CH:26]=[CH:25][C:24]([N:19]3[CH:23]=[CH:22][CH:21]=[N:20]3)=[CH:33][CH:32]=2)=[O:14])[CH:5]=[CH:6][C:7]=1[C:8]#[N:9]. (5) The product is: [Cl:1][C:2]1[CH:3]=[N:4][CH:5]=[C:6]([Cl:20])[C:7]=1[S:8][C:9]1[S:13][C:12]([C:14]([NH:29][C:28]2[CH:27]=[CH:26][C:25]([S:22]([CH3:21])(=[O:24])=[O:23])=[CH:31][CH:30]=2)=[O:15])=[CH:11][C:10]=1[N+:17]([O-:19])=[O:18]. Given the reactants [Cl:1][C:2]1[CH:3]=[N:4][CH:5]=[C:6]([Cl:20])[C:7]=1[S:8][C:9]1[S:13][C:12]([C:14](Cl)=[O:15])=[CH:11][C:10]=1[N+:17]([O-:19])=[O:18].[CH3:21][S:22]([C:25]1[CH:31]=[CH:30][C:28]([NH2:29])=[CH:27][CH:26]=1)(=[O:24])=[O:23], predict the reaction product. (6) Given the reactants [C:1]([O-:4])([O-])=O.[K+].[K+].[O:7]1[C:12]2[CH:13]=[CH:14][C:15](O)=[CH:16][C:11]=2[O:10][CH2:9][CH2:8]1.I[CH3:19], predict the reaction product. The product is: [CH3:19][CH:9]1[O:10][C:11]2[CH:16]=[CH:15][C:14]([O:4][CH3:1])=[CH:13][C:12]=2[O:7][CH2:8]1.